From a dataset of Reaction yield outcomes from USPTO patents with 853,638 reactions. Predict the reaction yield, written as a fraction of the theoretical maximum amount of product (1.0 means a 100% yield; for example, 0.34 means a 34% yield). (1) The yield is 0.960. The catalyst is N1C=CC=CC=1.CN(C1C=CN=CC=1)C.C(Cl)Cl. The reactants are [CH2:1]([O:8][CH2:9][C:10]([NH:12][C@H:13]1[C@@H:19]([OH:20])[C@H:18]([OH:21])[C@@H:17]([CH2:22][OH:23])[O:16][CH:14]1[OH:15])=[O:11])[C:2]1[CH:7]=[CH:6][CH:5]=[CH:4][CH:3]=1.C(O[C:28](=[O:30])[CH3:29])(=O)C. The product is [C:1]([O:15][CH:14]1[O:16][C@H:17]([CH2:22][O:23][C:28](=[O:30])[CH3:29])[C@@H:18]([O:21][C:14](=[O:15])[CH3:13])[C@H:19]([O:20][C:10](=[O:11])[CH3:9])[C@@H:13]1[NH:12][C:10](=[O:11])[CH2:9][O:8][CH2:1][C:2]1[CH:7]=[CH:6][CH:5]=[CH:4][CH:3]=1)(=[O:8])[CH3:2]. (2) The reactants are [CH2:1]([O:3][C:4](=[O:18])[C:5]1[CH:10]=[CH:9][CH:8]=[C:7]([C:11]2[CH:16]=[CH:15][CH:14]=[C:13]([NH2:17])[CH:12]=2)[CH:6]=1)[CH3:2].C(=O)([O-])[O-].[K+].[K+].[S:25](O[S:25]([C:28]([F:31])([F:30])[F:29])(=[O:27])=[O:26])([C:28]([F:31])([F:30])[F:29])(=[O:27])=[O:26]. The catalyst is C(Cl)Cl. The product is [F:29][C:28]([F:31])([F:30])[S:25]([NH:17][C:13]1[CH:12]=[C:11]([C:7]2[CH:8]=[CH:9][CH:10]=[C:5]([C:4]([O:3][CH2:1][CH3:2])=[O:18])[CH:6]=2)[CH:16]=[CH:15][CH:14]=1)(=[O:27])=[O:26]. The yield is 0.910. (3) The reactants are C(O[C:6]([N:8](C)[CH2:9][CH2:10][C:11]([OH:18])([C:16]#[CH:17])[C:12](OC)=[O:13])=O)(C)(C)C.FC(F)(F)C(O)=O. The catalyst is ClCCl. The product is [C:16]([C:11]1([OH:18])[CH2:10][CH2:9][N:8]([CH3:6])[C:12]1=[O:13])#[CH:17]. The yield is 0.270. (4) The reactants are [CH2:1]([OH:8])[CH2:2][CH2:3][CH2:4][CH2:5][CH2:6][OH:7].[N+:9]([C:12]1[CH:19]=[CH:18][CH:17]=[C:16]([N+]([O-])=O)[C:13]=1[C:14]#[N:15])([O-:11])=[O:10]. No catalyst specified. The product is [OH:7][CH2:6][CH2:5][CH2:4][CH2:3][CH2:2][CH2:1][O:8][C:16]1[CH:17]=[CH:18][CH:19]=[C:12]([N+:9]([O-:11])=[O:10])[C:13]=1[C:14]#[N:15]. The yield is 0.880. (5) The reactants are O[CH:2]=[C:3]1[C:11]2[C:6](=[CH:7][C:8]([C:12]([C:14]3[CH:19]=[CH:18][C:17]([NH:20][C:21](=[O:23])[CH3:22])=[CH:16][CH:15]=3)=[O:13])=[CH:9][CH:10]=2)[NH:5][C:4]1=[O:24].[NH2:25][C:26]1[CH:27]=[CH:28][C:29]([O:33][CH3:34])=[C:30]([OH:32])[CH:31]=1. The catalyst is C1COCC1. The product is [OH:32][C:30]1[CH:31]=[C:26]([NH:25][CH:2]=[C:3]2[C:11]3[C:6](=[CH:7][C:8]([C:12]([C:14]4[CH:19]=[CH:18][C:17]([NH:20][C:21](=[O:23])[CH3:22])=[CH:16][CH:15]=4)=[O:13])=[CH:9][CH:10]=3)[NH:5][C:4]2=[O:24])[CH:27]=[CH:28][C:29]=1[O:33][CH3:34]. The yield is 0.720. (6) The reactants are [C:1]([C:3]1[CH:15]=[C:14]2[C:6]([C:7]3[C:8](=[O:30])[C:9]4[CH:21]=[CH:20][C:19](OS(C(F)(F)F)(=O)=O)=[CH:18][C:10]=4[C:11]([CH3:17])([CH3:16])[C:12]=3[NH:13]2)=[CH:5][CH:4]=1)#[N:2].[C:31]([O:35][C:36]([N:38]1[CH2:43][CH:42]=[C:41](B2OC(C)(C)C(C)(C)O2)[CH2:40][CH2:39]1)=[O:37])([CH3:34])([CH3:33])[CH3:32].C(=O)([O-])[O-].[Na+].[Na+].COCCOC. The catalyst is Cl[Pd](Cl)([P](C1C=CC=CC=1)(C1C=CC=CC=1)C1C=CC=CC=1)[P](C1C=CC=CC=1)(C1C=CC=CC=1)C1C=CC=CC=1.O. The product is [C:31]([O:35][C:36]([N:38]1[CH2:39][CH:40]=[C:41]([C:19]2[CH:20]=[CH:21][C:9]3[C:8](=[O:30])[C:7]4[C:6]5[C:14](=[CH:15][C:3]([C:1]#[N:2])=[CH:4][CH:5]=5)[NH:13][C:12]=4[C:11]([CH3:17])([CH3:16])[C:10]=3[CH:18]=2)[CH2:42][CH2:43]1)=[O:37])([CH3:34])([CH3:32])[CH3:33]. The yield is 0.900. (7) The reactants are [C:1]1(/[CH:7]=[N:8]/[C:9]2[NH:10][CH:11]=[CH:12][N:13]=2)[CH:6]=[CH:5][CH:4]=[CH:3][CH:2]=1.[CH3:14][C:15]([O-])(C)[CH3:16].[K+].ICCC. The catalyst is CN(C=O)C.O. The product is [C:1]1(/[CH:7]=[N:8]/[C:9]2[N:13]([CH2:14][CH2:15][CH3:16])[CH:12]=[CH:11][N:10]=2)[CH:2]=[CH:3][CH:4]=[CH:5][CH:6]=1. The yield is 0.900. (8) The reactants are [NH2:1][C:2]1[CH:7]=[CH:6][C:5]([CH:8]2[C:13](=[O:14])[N:12]([CH3:15])[CH2:11][CH2:10][N:9]2[C:16]([O:18][C:19]([CH3:22])([CH3:21])[CH3:20])=[O:17])=[CH:4][CH:3]=1.Br[C:24]1[C:25](=[O:32])[N:26]([CH3:31])[CH:27]=[C:28]([Br:30])[N:29]=1.C(=O)([O-])[O-].[Cs+].[Cs+].CC1(C)C2C(=C(P(C3C=CC=CC=3)C3C=CC=CC=3)C=CC=2)OC2C(P(C3C=CC=CC=3)C3C=CC=CC=3)=CC=CC1=2. The catalyst is C1C=CC(/C=C/C(/C=C/C2C=CC=CC=2)=O)=CC=1.C1C=CC(/C=C/C(/C=C/C2C=CC=CC=2)=O)=CC=1.C1C=CC(/C=C/C(/C=C/C2C=CC=CC=2)=O)=CC=1.[Pd].[Pd].O1CCOCC1. The product is [Br:30][C:28]1[N:29]=[C:24]([NH:1][C:2]2[CH:7]=[CH:6][C:5]([CH:8]3[C:13](=[O:14])[N:12]([CH3:15])[CH2:11][CH2:10][N:9]3[C:16]([O:18][C:19]([CH3:22])([CH3:21])[CH3:20])=[O:17])=[CH:4][CH:3]=2)[C:25](=[O:32])[N:26]([CH3:31])[CH:27]=1. The yield is 0.600. (9) The reactants are [P:1]([O-:8])([O:5][CH2:6][CH3:7])[O:2][CH2:3][CH3:4].[H-].[Na+].[Cl:11][C:12]1[CH:17]=[C:16]([N:18]2[CH2:22][CH2:21][CH2:20][CH2:19]2)[N:15]=[C:14]([CH2:23]Cl)[N:13]=1.O. The catalyst is CN(C)C=O. The product is [Cl:11][C:12]1[CH:17]=[C:16]([N:18]2[CH2:19][CH2:20][CH2:21][CH2:22]2)[N:15]=[C:14]([CH2:23][P:1](=[O:8])([O:5][CH2:6][CH3:7])[O:2][CH2:3][CH3:4])[N:13]=1. The yield is 0.740. (10) The reactants are [C:1](=[O:4])([O-])[O-].[K+].[K+].IC.[Cl:9][C:10]1[CH:15]=[C:14]([Cl:16])[CH:13]=[C:12]([N+:17]([O-:19])=[O:18])[C:11]=1O. The catalyst is CN(C)C=O. The product is [Cl:9][C:10]1[CH:15]=[C:14]([Cl:16])[CH:13]=[C:12]([N+:17]([O-:19])=[O:18])[C:11]=1[O:4][CH3:1]. The yield is 0.420.